This data is from Reaction yield outcomes from USPTO patents with 853,638 reactions. The task is: Predict the reaction yield, written as a fraction of the theoretical maximum amount of product (1.0 means a 100% yield; for example, 0.34 means a 34% yield). (1) The reactants are [Cl:1][C:2]1[CH:3]=[C:4]([CH2:9][C:10]([OH:12])=O)[CH:5]=[CH:6][C:7]=1[Cl:8].Cl.[CH3:14][NH:15][O:16][CH3:17].Cl.CN(C)CCCN=C=NCC.OC1C2N=NNC=2C=CC=1.C(N(CC)CC)C. The catalyst is ClCCl.O. The product is [Cl:1][C:2]1[CH:3]=[C:4]([CH2:9][C:10]([N:15]([O:16][CH3:17])[CH3:14])=[O:12])[CH:5]=[CH:6][C:7]=1[Cl:8]. The yield is 0.727. (2) The catalyst is O1CCCC1.C(OCC)(=O)C. The product is [Cl:51][C:30]1[C:31]([O:32][C:33]2[CH:47]=[CH:46][C:36]3[N:37]=[C:38]([NH:40][C:41]([CH:43]4[CH2:45][CH2:44]4)=[O:42])[S:39][C:35]=3[C:34]=2[C:48]#[N:49])=[CH:50][C:27]([NH:26][C:9](=[O:11])[C:8]2[CH:12]=[CH:13][CH:14]=[C:6]([C:2]([CH3:1])([CH3:5])[C:3]#[CH:4])[CH:7]=2)=[C:28]([F:52])[CH:29]=1. The yield is 0.560. The reactants are [CH3:1][C:2]([C:6]1[CH:7]=[C:8]([CH:12]=[CH:13][CH:14]=1)[C:9]([OH:11])=O)([CH3:5])[C:3]#[CH:4].C(Cl)(=O)C(Cl)=O.CN(C)C=O.[NH2:26][C:27]1[C:28]([F:52])=[CH:29][C:30]([Cl:51])=[C:31]([CH:50]=1)[O:32][C:33]1[CH:47]=[CH:46][C:36]2[N:37]=[C:38]([NH:40][C:41]([CH:43]3[CH2:45][CH2:44]3)=[O:42])[S:39][C:35]=2[C:34]=1[C:48]#[N:49]. (3) The reactants are [CH2:1]([O:3][C:4]([C:6]1[C:7]([CH3:23])=[C:8]([C:16]([O:18][C:19]([CH3:22])([CH3:21])[CH3:20])=[O:17])[NH:9][C:10]=1[CH2:11][CH2:12][CH2:13][CH2:14]Br)=[O:5])[CH3:2].[CH2:24]([N:26](CC)[CH2:27][CH2:28]N)[CH3:25]. The catalyst is ClCCl. The product is [CH2:1]([O:3][C:4]([C:6]1[C:7]([CH3:23])=[C:8]([C:16]([O:18][C:19]([CH3:22])([CH3:21])[CH3:20])=[O:17])[NH:9][C:10]=1[CH2:11][CH2:12][CH2:13][CH2:14][N:26]([CH2:27][CH3:28])[CH2:24][CH3:25])=[O:5])[CH3:2]. The yield is 0.780. (4) The reactants are [N:1]1[CH:6]=[CH:5][CH:4]=[C:3]([C:7]2[CH:15]=[C:14]3[C:10]([CH2:11][C:12](=[O:16])[NH:13]3)=[CH:9][CH:8]=2)[CH:2]=1.[CH2:17]([N:19]([CH2:34][CH3:35])[CH2:20][CH2:21][NH:22][C:23]([C:25]1[C:29]([CH3:30])=[C:28]([CH:31]=O)[NH:27][C:26]=1[CH3:33])=[O:24])[CH3:18]. No catalyst specified. The product is [CH2:34]([N:19]([CH2:17][CH3:18])[CH2:20][CH2:21][NH:22][C:23]([C:25]1[C:29]([CH3:30])=[C:28]([CH:31]=[C:11]2[C:10]3[C:14](=[CH:15][C:7]([C:3]4[CH:2]=[N:1][CH:6]=[CH:5][CH:4]=4)=[CH:8][CH:9]=3)[NH:13][C:12]2=[O:16])[NH:27][C:26]=1[CH3:33])=[O:24])[CH3:35]. The yield is 0.330. (5) The reactants are Br[C:2]1[CH:7]=[CH:6][C:5]([C@H:8]([C:19]2[CH:24]=[CH:23][CH:22]=[CH:21][C:20]=2[CH3:25])[CH2:9][C:10]([C:12]2[CH:17]=[CH:16][N:15]=[C:14]([CH3:18])[CH:13]=2)=[O:11])=[CH:4][CH:3]=1.[OH-:26].[K+].C(P(C(C)(C)C)C1C=CC=CC=1C1C(C(C)C)=CC(C(C)C)=CC=1C(C)C)(C)(C)C.[Cl-].[NH4+]. The catalyst is O1CCOCC1.O.C1C=CC(/C=C/C(/C=C/C2C=CC=CC=2)=O)=CC=1.C1C=CC(/C=C/C(/C=C/C2C=CC=CC=2)=O)=CC=1.C1C=CC(/C=C/C(/C=C/C2C=CC=CC=2)=O)=CC=1.[Pd].[Pd].C(OCC)(=O)C. The product is [OH:26][C:2]1[CH:7]=[CH:6][C:5]([C@H:8]([C:19]2[CH:24]=[CH:23][CH:22]=[CH:21][C:20]=2[CH3:25])[CH2:9][C:10]([C:12]2[CH:17]=[CH:16][N:15]=[C:14]([CH3:18])[CH:13]=2)=[O:11])=[CH:4][CH:3]=1. The yield is 0.770.